Dataset: Forward reaction prediction with 1.9M reactions from USPTO patents (1976-2016). Task: Predict the product of the given reaction. (1) Given the reactants [S:1]1[CH:5]=[C:4]([C:6]2[C:10]([CH:11]=O)=[CH:9][N:8]([C:13]3[CH:21]=[CH:20][C:16]([C:17]([OH:19])=[O:18])=[CH:15][CH:14]=3)[N:7]=2)[C:3]2[CH:22]=[CH:23][CH:24]=[CH:25][C:2]1=2.Cl.[NH2:27]O.C([O-])=O.[Na+].O, predict the reaction product. The product is: [S:1]1[CH:5]=[C:4]([C:6]2[C:10]([C:11]#[N:27])=[CH:9][N:8]([C:13]3[CH:21]=[CH:20][C:16]([C:17]([OH:19])=[O:18])=[CH:15][CH:14]=3)[N:7]=2)[C:3]2[CH:22]=[CH:23][CH:24]=[CH:25][C:2]1=2. (2) Given the reactants [Br:1][C:2]1[CH:3]=[C:4]([NH:8][CH2:9][C:10]([OH:12])=[O:11])[CH:5]=[CH:6][CH:7]=1.C(=O)([O-])[O-].[Na+].[Na+].[CH2:19](O)[CH3:20], predict the reaction product. The product is: [Br:1][C:2]1[CH:3]=[C:4]([NH:8][CH2:9][C:10]([O:12][CH2:19][CH3:20])=[O:11])[CH:5]=[CH:6][CH:7]=1.